This data is from Forward reaction prediction with 1.9M reactions from USPTO patents (1976-2016). The task is: Predict the product of the given reaction. Given the reactants [C:1]([O:6][CH2:7][CH2:8][CH2:9][Si:10](C)(C)[O:11]C)(=[O:5])[C:2]([CH3:4])=[CH2:3].CO.[CH3:17][Si:18]([O:28][CH3:29])([O:26][CH3:27])[O:19][Si:20]([CH3:25])(OC)[O:21][CH3:22], predict the reaction product. The product is: [C:1]([O:6][CH2:7][CH2:8][CH2:9][SiH2:10][O:11][Si:20]([CH3:25])([O:21][CH3:22])[O:19][Si:18]([CH3:17])([O:28][CH3:29])[O:26][CH3:27])(=[O:5])[C:2]([CH3:4])=[CH2:3].